This data is from Forward reaction prediction with 1.9M reactions from USPTO patents (1976-2016). The task is: Predict the product of the given reaction. (1) Given the reactants C(OC(=O)[NH:7][CH:8]([C:19]1[CH:24]=[CH:23][CH:22]=[C:21]([CH3:25])[C:20]=1[CH3:26])[CH2:9][C:10]#[C:11][C:12]1[CH:13]=[C:14]([CH3:18])[CH:15]=[CH:16][CH:17]=1)(C)(C)C.Cl.N, predict the reaction product. The product is: [CH3:26][C:20]1[C:21]([CH3:25])=[CH:22][CH:23]=[CH:24][C:19]=1[CH:8]([NH2:7])[CH2:9][C:10]#[C:11][C:12]1[CH:13]=[C:14]([CH3:18])[CH:15]=[CH:16][CH:17]=1. (2) The product is: [C:26]([C:28]1[CH:33]=[CH:32][C:31]([N:34]([CH2:42][C:13]2[C:14](=[O:17])[CH2:15][CH2:16][C:12]=2[NH:11][C:9]2[CH:8]=[CH:7][N:6]=[C:5]([C:4]([F:3])([F:18])[F:19])[CH:10]=2)[C:35](=[O:41])[O:36][C:37]([CH3:40])([CH3:39])[CH3:38])=[C:30]([S:52]([CH3:55])(=[O:53])=[O:54])[CH:29]=1)#[N:27]. Given the reactants [H-].[Na+].[F:3][C:4]([F:19])([F:18])[C:5]1[CH:10]=[C:9]([NH:11][C:12]2[CH2:16][CH2:15][C:14](=[O:17])[CH:13]=2)[CH:8]=[CH:7][N:6]=1.CC1CCCO1.[C:26]([C:28]1[CH:33]=[CH:32][C:31]([N:34]([CH2:42]S(C2C=CC=CC=2)(=O)=O)[C:35](=[O:41])[O:36][C:37]([CH3:40])([CH3:39])[CH3:38])=[C:30]([S:52]([CH3:55])(=[O:54])=[O:53])[CH:29]=1)#[N:27], predict the reaction product. (3) The product is: [CH3:8][C:7]1[CH:6]=[C:5]([CH2:9][CH2:10][C:11](=[O:12])[C:13]2[S:14][C:15]([C:18]3[CH:19]=[CH:20][C:21]([C:24]([F:27])([F:25])[F:26])=[CH:22][CH:23]=3)=[CH:16][CH:17]=2)[CH:4]=[C:3]([CH3:28])[C:2]=1[O:1][C:30]([CH3:39])([CH3:38])[C:31]([O:33][C:34]([CH3:37])([CH3:36])[CH3:35])=[O:32]. Given the reactants [OH:1][C:2]1[C:7]([CH3:8])=[CH:6][C:5]([CH2:9][CH2:10][C:11]([C:13]2[S:14][C:15]([C:18]3[CH:23]=[CH:22][C:21]([C:24]([F:27])([F:26])[F:25])=[CH:20][CH:19]=3)=[CH:16][CH:17]=2)=[O:12])=[CH:4][C:3]=1[CH3:28].Br[C:30]([CH3:39])([CH3:38])[C:31]([O:33][C:34]([CH3:37])([CH3:36])[CH3:35])=[O:32].C(=O)([O-])[O-].[K+].[K+], predict the reaction product. (4) Given the reactants Br[C:2]1[CH:7]=[CH:6][N:5]=[C:4]([F:8])[C:3]=1[CH:9]=[O:10].C([Sn](CCCC)(CCCC)[C:16]1[N:17]=[CH:18][N:19]([C:21]([C:34]2[CH:39]=[CH:38][CH:37]=[CH:36][CH:35]=2)([C:28]2[CH:33]=[CH:32][CH:31]=[CH:30][CH:29]=2)[C:22]2[CH:27]=[CH:26][CH:25]=[CH:24][CH:23]=2)[CH:20]=1)CCC, predict the reaction product. The product is: [F:8][C:4]1[C:3]([CH:9]=[O:10])=[C:2]([C:16]2[N:17]=[CH:18][N:19]([C:21]([C:22]3[CH:27]=[CH:26][CH:25]=[CH:24][CH:23]=3)([C:34]3[CH:35]=[CH:36][CH:37]=[CH:38][CH:39]=3)[C:28]3[CH:29]=[CH:30][CH:31]=[CH:32][CH:33]=3)[CH:20]=2)[CH:7]=[CH:6][N:5]=1.